From a dataset of Full USPTO retrosynthesis dataset with 1.9M reactions from patents (1976-2016). Predict the reactants needed to synthesize the given product. (1) Given the product [CH3:1][O:2][C:3]1[CH:8]=[CH:7][C:6]([NH:9][C:10](=[O:20])[C:11]2[CH:16]=[C:15]([CH2:17][NH:18][S:34]([CH:31]3[CH2:33][CH2:32]3)(=[O:36])=[O:35])[CH:14]=[CH:13][C:12]=2[Cl:19])=[CH:5][C:4]=1[C:21]([NH:23][C:24]1[CH:25]=[CH:26][C:27]([Br:30])=[CH:28][CH:29]=1)=[O:22], predict the reactants needed to synthesize it. The reactants are: [CH3:1][O:2][C:3]1[CH:8]=[CH:7][C:6]([NH:9][C:10](=[O:20])[C:11]2[CH:16]=[C:15]([CH2:17][NH2:18])[CH:14]=[CH:13][C:12]=2[Cl:19])=[CH:5][C:4]=1[C:21]([NH:23][C:24]1[CH:29]=[CH:28][C:27]([Br:30])=[CH:26][CH:25]=1)=[O:22].[CH:31]1([S:34](Cl)(=[O:36])=[O:35])[CH2:33][CH2:32]1.N1C=CC=CC=1. (2) Given the product [CH3:1][C:2]1[CH:3]=[C:4]([CH2:10][CH2:11][C:12]([O:14][C:15]([CH3:18])([CH3:17])[CH3:16])=[O:13])[CH:5]=[CH:6][C:7]=1[C:8]#[N:9], predict the reactants needed to synthesize it. The reactants are: [CH3:1][C:2]1[CH:3]=[C:4]([CH:10]=[CH:11][C:12]([O:14][C:15]([CH3:18])([CH3:17])[CH3:16])=[O:13])[CH:5]=[CH:6][C:7]=1[C:8]#[N:9].[H][H].